Dataset: Full USPTO retrosynthesis dataset with 1.9M reactions from patents (1976-2016). Task: Predict the reactants needed to synthesize the given product. (1) Given the product [C:1]([O:5][C:6](=[O:21])[NH:7][C@H:8]([C:18]1[N:42]([C:43]2[CH:48]=[CH:47][CH:46]=[CH:45][N:44]=2)[C:37]2[CH:36]=[C:35]([F:34])[CH:40]=[CH:39][C:38]=2[N:19]=1)[CH2:9][O:10][CH2:11][C:12]1[CH:17]=[CH:16][CH:15]=[CH:14][CH:13]=1)([CH3:4])([CH3:3])[CH3:2], predict the reactants needed to synthesize it. The reactants are: [C:1]([O:5][C:6](=[O:21])[NH:7][C@H:8]([C:18](=O)[NH2:19])[CH2:9][O:10][CH2:11][C:12]1[CH:17]=[CH:16][CH:15]=[CH:14][CH:13]=1)([CH3:4])([CH3:3])[CH3:2].F[B-](F)(F)F.C([O+](CC)CC)C.[F:34][C:35]1[CH:36]=[C:37]([NH:42][C:43]2[CH:48]=[CH:47][CH:46]=[CH:45][N:44]=2)[C:38](N)=[CH:39][CH:40]=1. (2) The reactants are: [Br:1][C:2]1[CH:3]=[C:4]2[C:9](=[C:10]([Br:12])[CH:11]=1)[NH:8][CH:7]([C:13]1[CH:18]=[CH:17][CH:16]=[CH:15][CH:14]=1)[CH2:6][C:5]2=[O:19].[N:20]1[CH:25]=[CH:24][C:23]([CH:26]=O)=[CH:22][CH:21]=1.N1CCCCC1. Given the product [Br:1][C:2]1[CH:3]=[C:4]2[C:9](=[C:10]([Br:12])[CH:11]=1)[NH:8][C:7]([C:13]1[CH:18]=[CH:17][CH:16]=[CH:15][CH:14]=1)=[C:6]([CH2:26][C:23]1[CH:24]=[CH:25][N:20]=[CH:21][CH:22]=1)[C:5]2=[O:19], predict the reactants needed to synthesize it. (3) Given the product [O:22]=[S:2]1[CH2:3][CH2:4][C:5]2[CH:10]=[CH:9][C:8]([N:11]3[CH2:15][C@H:14]([CH2:16][NH:17][C:18](=[O:20])[CH3:19])[O:13][C:12]3=[O:21])=[CH:7][C:6]=2[CH2:1]1, predict the reactants needed to synthesize it. The reactants are: [CH2:1]1[C:6]2[CH:7]=[C:8]([N:11]3[CH2:15][C@H:14]([CH2:16][NH:17][C:18](=[O:20])[CH3:19])[O:13][C:12]3=[O:21])[CH:9]=[CH:10][C:5]=2[CH2:4][CH2:3][S:2]1.[OH2:22]. (4) Given the product [Cl:13][C:3]1[CH:4]=[C:5]([CH2:8][C:9]([O:11][CH3:12])=[O:10])[CH:6]=[CH:7][C:2]=1[NH:1][C:21]([NH:20][C:14]1[CH:19]=[CH:18][CH:17]=[CH:16][CH:15]=1)=[O:22], predict the reactants needed to synthesize it. The reactants are: [NH2:1][C:2]1[CH:7]=[CH:6][C:5]([CH2:8][C:9]([O:11][CH3:12])=[O:10])=[CH:4][C:3]=1[Cl:13].[C:14]1([N:20]=[C:21]=[O:22])[CH:19]=[CH:18][CH:17]=[CH:16][CH:15]=1.CCN(CC)CC. (5) Given the product [CH3:29][O:30][C:31]1[CH:32]=[C:33]([NH:34][C:2]2[C:3]3[NH:19][N:18]=[CH:17][C:4]=3[N:5]=[C:6]([C:8]3[CH:16]=[C:15]4[C:11]([CH:12]=[N:13][NH:14]4)=[CH:10][CH:9]=3)[N:7]=2)[CH:35]=[CH:36][C:37]=1[O:38][CH3:39], predict the reactants needed to synthesize it. The reactants are: Cl[C:2]1[C:3]2[C:4](=[CH:17][N:18](CC3C=CC(OC)=CC=3)[N:19]=2)[N:5]=[C:6]([C:8]2[CH:16]=[C:15]3[C:11]([CH:12]=[N:13][NH:14]3)=[CH:10][CH:9]=2)[N:7]=1.[CH3:29][O:30][C:31]1[CH:32]=[C:33]([CH:35]=[CH:36][C:37]=1[O:38][CH3:39])[NH2:34].Cl. (6) Given the product [OH:31][CH:29]1[CH2:30][N:27]([C:10]([C@@H:9]2[CH2:13][C:14](=[O:16])[CH2:15][N:8]2[C:6]([NH:17][C:20]2[CH:25]=[CH:24][CH:23]=[C:22]([CH3:26])[CH:21]=2)=[O:7])=[O:12])[CH2:28]1, predict the reactants needed to synthesize it. The reactants are: C(O[C:6]([N:8]1[CH2:15][C:14](=[O:16])[CH2:13][C@H:9]1[C:10]([OH:12])=O)=[O:7])(C)(C)C.[N:17]([C:20]1[CH:25]=[CH:24][CH:23]=[C:22]([CH3:26])[CH:21]=1)=C=O.[NH:27]1[CH2:30][CH:29]([OH:31])[CH2:28]1. (7) Given the product [F:17][C:18]([F:29])([F:28])[C:19]1[O:20][C:5]([C:6]2[CH:7]=[C:8]3[C:13](=[CH:14][CH:15]=2)[N:12]=[CH:11][NH:10][C:9]3=[O:16])=[N:4][N:3]=1, predict the reactants needed to synthesize it. The reactants are: N1[C:5]([C:6]2[CH:7]=[C:8]3[C:13](=[CH:14][CH:15]=2)[N:12]=[CH:11][NH:10][C:9]3=[O:16])=[N:4][N:3]=N1.[F:17][C:18]([F:29])([F:28])[C:19](O[C:19](=[O:20])[C:18]([F:29])([F:28])[F:17])=[O:20]. (8) The reactants are: [Br:1][C:2]1[CH:3]=[C:4]([OH:8])[CH:5]=[CH:6][CH:7]=1.[Cl-].[Mg+2].[Cl-].C(N(CC)CC)C.[CH2:19]=[O:20]. Given the product [Br:1][C:2]1[CH:7]=[CH:6][C:5]([CH:19]=[O:20])=[C:4]([OH:8])[CH:3]=1, predict the reactants needed to synthesize it. (9) Given the product [CH3:1][O:2][C:3]1[CH:8]=[CH:7][CH:6]=[C:5]([CH:9]2[CH2:10][O:19]2)[N:4]=1, predict the reactants needed to synthesize it. The reactants are: [CH3:1][O:2][C:3]1[CH:8]=[CH:7][CH:6]=[C:5]([CH:9]=[CH2:10])[N:4]=1.ClC1C=CC=C(C(OO)=[O:19])C=1.